Dataset: Peptide-MHC class II binding affinity with 134,281 pairs from IEDB. Task: Regression. Given a peptide amino acid sequence and an MHC pseudo amino acid sequence, predict their binding affinity value. This is MHC class II binding data. (1) The peptide sequence is KFAEGRRGAAEVLVVK. The binding affinity (normalized) is 0.386. The MHC is HLA-DQA10201-DQB10303 with pseudo-sequence HLA-DQA10201-DQB10303. (2) The peptide sequence is QYAKEIWGITANPVP. The MHC is HLA-DPA10201-DPB10501 with pseudo-sequence HLA-DPA10201-DPB10501. The binding affinity (normalized) is 0.0861. (3) The peptide sequence is VLMEWLKTRPILSPL. The MHC is HLA-DPA10201-DPB10101 with pseudo-sequence HLA-DPA10201-DPB10101. The binding affinity (normalized) is 0.691. (4) The binding affinity (normalized) is 0.242. The peptide sequence is TEDQAMEDIKQMEAE. The MHC is HLA-DQA10102-DQB10602 with pseudo-sequence HLA-DQA10102-DQB10602. (5) The peptide sequence is YDNDNPYRTWHYCGS. The MHC is HLA-DQA10102-DQB10501 with pseudo-sequence HLA-DQA10102-DQB10501. The binding affinity (normalized) is 0.